From a dataset of Full USPTO retrosynthesis dataset with 1.9M reactions from patents (1976-2016). Predict the reactants needed to synthesize the given product. (1) The reactants are: [C:1]1([NH:7][CH:8]2[C:17]3[C:12](=[CH:13][CH:14]=[CH:15][CH:16]=3)[N:11]([C:18]([C:20]3[CH:25]=[CH:24][C:23](OC)=[CH:22][CH:21]=3)=[O:19])[CH2:10][CH2:9]2)[CH:6]=[CH:5][CH:4]=[CH:3][CH:2]=1.C(N([CH:34]([CH3:36])C)CC)(C)C.[C:37](Cl)(=[O:39])C.[OH2:41]. Given the product [CH3:37][O:39][C:24]1[CH:25]=[C:20]([CH:21]=[CH:22][CH:23]=1)[C:18]([N:11]1[C:12]2[C:17](=[CH:16][CH:15]=[CH:14][CH:13]=2)[CH:8]([N:7]([C:1]2[CH:2]=[CH:3][CH:4]=[CH:5][CH:6]=2)[C:34](=[O:41])[CH3:36])[CH2:9][CH2:10]1)=[O:19], predict the reactants needed to synthesize it. (2) Given the product [NH:28]1[C:36]2[C:31](=[CH:32][CH:33]=[CH:34][CH:35]=2)[C:30](/[CH:37]=[C:8]2\[O:9][C:5]3[C:4](/[CH:13]=[CH:14]\[CH:15]4[CH2:20][CH2:19][N:18]([C:21]([O:23][C:24]([CH3:27])([CH3:26])[CH3:25])=[O:22])[CH2:17][CH2:16]4)=[C:3]([O:2][CH3:1])[CH:12]=[CH:11][C:6]=3[C:7]\2=[O:10])=[N:29]1, predict the reactants needed to synthesize it. The reactants are: [CH3:1][O:2][C:3]1[CH:12]=[CH:11][C:6]2[C:7](=[O:10])[CH2:8][O:9][C:5]=2[C:4]=1/[CH:13]=[CH:14]\[CH:15]1[CH2:20][CH2:19][N:18]([C:21]([O:23][C:24]([CH3:27])([CH3:26])[CH3:25])=[O:22])[CH2:17][CH2:16]1.[NH:28]1[C:36]2[C:31](=[CH:32][CH:33]=[CH:34][CH:35]=2)[C:30]([CH:37]=O)=[N:29]1. (3) Given the product [C:21]([O:24][CH2:25][C:26]1[C:27]([N:41]2[CH2:52][CH2:51][N:50]3[C:43](=[CH:44][C:45]4[CH2:46][C:47]([CH3:54])([CH3:53])[CH2:48][C:49]=43)[C:42]2=[O:55])=[N:28][CH:29]=[CH:30][C:31]=1[C:2]1[CH:3]=[C:4]([NH:10][C:11]2[CH:16]=[CH:15][N:14]=[C:13]([C:17]([OH:20])([CH3:19])[CH3:18])[N:12]=2)[C:5](=[O:9])[N:6]([CH3:8])[CH:7]=1)(=[O:23])[CH3:22], predict the reactants needed to synthesize it. The reactants are: Br[C:2]1[CH:3]=[C:4]([NH:10][C:11]2[CH:16]=[CH:15][N:14]=[C:13]([C:17]([OH:20])([CH3:19])[CH3:18])[N:12]=2)[C:5](=[O:9])[N:6]([CH3:8])[CH:7]=1.[C:21]([O:24][CH2:25][C:26]1[C:27]([N:41]2[CH2:52][CH2:51][N:50]3[C:43](=[CH:44][C:45]4[CH2:46][C:47]([CH3:54])([CH3:53])[CH2:48][C:49]=43)[C:42]2=[O:55])=[N:28][CH:29]=[CH:30][C:31]=1B1OC(C)(C)C(C)(C)O1)(=[O:23])[CH3:22].[O-]P([O-])([O-])=O.[K+].[K+].[K+].O.